Dataset: NCI-60 drug combinations with 297,098 pairs across 59 cell lines. Task: Regression. Given two drug SMILES strings and cell line genomic features, predict the synergy score measuring deviation from expected non-interaction effect. (1) Drug 1: C1CN1P(=S)(N2CC2)N3CC3. Drug 2: C1=NC2=C(N1)C(=S)N=CN2. Cell line: SK-MEL-2. Synergy scores: CSS=1.43, Synergy_ZIP=2.11, Synergy_Bliss=2.40, Synergy_Loewe=-8.30, Synergy_HSA=-7.28. (2) Drug 1: C1CN1P(=S)(N2CC2)N3CC3. Drug 2: CC1=C(N=C(N=C1N)C(CC(=O)N)NCC(C(=O)N)N)C(=O)NC(C(C2=CN=CN2)OC3C(C(C(C(O3)CO)O)O)OC4C(C(C(C(O4)CO)O)OC(=O)N)O)C(=O)NC(C)C(C(C)C(=O)NC(C(C)O)C(=O)NCCC5=NC(=CS5)C6=NC(=CS6)C(=O)NCCC[S+](C)C)O. Cell line: HCC-2998. Synergy scores: CSS=24.8, Synergy_ZIP=-7.93, Synergy_Bliss=-2.12, Synergy_Loewe=-6.83, Synergy_HSA=2.08. (3) Drug 2: CN(C(=O)NC(C=O)C(C(C(CO)O)O)O)N=O. Drug 1: C1CCC(C1)C(CC#N)N2C=C(C=N2)C3=C4C=CNC4=NC=N3. Cell line: HOP-92. Synergy scores: CSS=4.63, Synergy_ZIP=-2.76, Synergy_Bliss=-2.52, Synergy_Loewe=-3.42, Synergy_HSA=-2.03. (4) Drug 1: C1=NC2=C(N=C(N=C2N1C3C(C(C(O3)CO)O)O)F)N. Drug 2: C1CC(=O)NC(=O)C1N2C(=O)C3=CC=CC=C3C2=O. Cell line: KM12. Synergy scores: CSS=4.43, Synergy_ZIP=4.95, Synergy_Bliss=-0.966, Synergy_Loewe=-0.519, Synergy_HSA=-1.85.